From a dataset of Full USPTO retrosynthesis dataset with 1.9M reactions from patents (1976-2016). Predict the reactants needed to synthesize the given product. Given the product [NH2:11][C:12]1[CH:17]=[C:16]([C:18]([O:20][CH3:21])=[O:19])[CH:15]=[CH:14][C:13]=1[C:2]1[CH:7]=[CH:6][C:5]([O:8][CH3:9])=[CH:4][C:3]=1[F:10], predict the reactants needed to synthesize it. The reactants are: Br[C:2]1[CH:7]=[CH:6][C:5]([O:8][CH3:9])=[CH:4][C:3]=1[F:10].[NH2:11][C:12]1[CH:17]=[C:16]([C:18]([O:20][CH3:21])=[O:19])[CH:15]=[CH:14][C:13]=1B(O)O.C([O-])(=O)C.[K+].C(O)C.